This data is from Full USPTO retrosynthesis dataset with 1.9M reactions from patents (1976-2016). The task is: Predict the reactants needed to synthesize the given product. (1) Given the product [CH3:1][C:2]1[NH:3][C:4]2[C:9]([C:10]=1[CH3:11])=[CH:8][CH:7]=[CH:6][C:5]=2[C:12]([NH:50][C:46]([CH3:47])([C:48]#[CH:49])[CH3:45])=[O:14], predict the reactants needed to synthesize it. The reactants are: [CH3:1][C:2]1[NH:3][C:4]2[C:9]([C:10]=1[CH3:11])=[CH:8][CH:7]=[CH:6][C:5]=2[C:12]([OH:14])=O.CCN=C=NCCCN(C)C.C1C=CC2N(O)N=NC=2C=1.CCN(C(C)C)C(C)C.[CH3:45][C:46]([NH2:50])([C:48]#[CH:49])[CH3:47]. (2) Given the product [I:13][C:9]1[CH:8]=[C:7]([C:6]2[O:14][C:1]([CH3:2])=[N:4][N:5]=2)[CH:12]=[CH:11][CH:10]=1, predict the reactants needed to synthesize it. The reactants are: [C:1]([NH:4][NH:5][C:6](=[O:14])[C:7]1[CH:12]=[CH:11][CH:10]=[C:9]([I:13])[CH:8]=1)(=O)[CH3:2]. (3) Given the product [C:11]1([C:7]2[N:6]=[C:5]([C:4]([C:23]3[CH:24]=[C:25]([O:29][CH3:30])[C:26]([O:27][CH3:28])=[C:21]([O:20][CH3:19])[CH:22]=3)=[O:17])[CH:10]=[CH:9][CH:8]=2)[CH:12]=[CH:13][CH:14]=[CH:15][CH:16]=1, predict the reactants needed to synthesize it. The reactants are: CON(C)[C:4](=[O:17])[C:5]1[CH:10]=[CH:9][CH:8]=[C:7]([C:11]2[CH:16]=[CH:15][CH:14]=[CH:13][CH:12]=2)[N:6]=1.[CH3:19][O:20][C:21]1[CH:22]=[C:23]([Mg]Br)[CH:24]=[C:25]([O:29][CH3:30])[C:26]=1[O:27][CH3:28]. (4) Given the product [CH3:20][O:19][CH2:18][O:17][C:14]1[CH:13]=[CH:12][C:11]([C:10]([NH:9][CH2:8][C@H:5]2[CH2:6][CH2:7][C@@H:2]([O:1][C:27]3[CH:28]=[CH:29][C:24]([O:23][CH3:22])=[CH:25][CH:26]=3)[CH2:3][CH2:4]2)=[O:21])=[CH:16][CH:15]=1, predict the reactants needed to synthesize it. The reactants are: [OH:1][C@H:2]1[CH2:7][CH2:6][C@H:5]([CH2:8][NH:9][C:10](=[O:21])[C:11]2[CH:16]=[CH:15][C:14]([O:17][CH2:18][O:19][CH3:20])=[CH:13][CH:12]=2)[CH2:4][CH2:3]1.[CH3:22][O:23][C:24]1[CH:29]=[CH:28][C:27](O)=[CH:26][CH:25]=1.C(C=P(CCCC)(CCCC)CCCC)#N. (5) Given the product [CH3:20][NH:21][C:22]([C:24]1[C:32]2[C:27](=[CH:28][C:29]([O:33][C:2]3[CH:7]=[CH:6][N:5]=[C:4]4[CH:8]=[C:9]([C:11]([N:13]5[CH2:17][CH2:16][CH:15]([O:18][CH3:19])[CH2:14]5)=[O:12])[S:10][C:3]=34)=[CH:30][CH:31]=2)[N:26]([CH3:34])[C:25]=1[CH3:35])=[O:23], predict the reactants needed to synthesize it. The reactants are: Cl[C:2]1[CH:7]=[CH:6][N:5]=[C:4]2[CH:8]=[C:9]([C:11]([N:13]3[CH2:17][CH2:16][C@@H:15]([O:18][CH3:19])[CH2:14]3)=[O:12])[S:10][C:3]=12.[CH3:20][NH:21][C:22]([C:24]1[C:32]2[C:27](=[CH:28][C:29]([OH:33])=[CH:30][CH:31]=2)[N:26]([CH3:34])[C:25]=1[CH3:35])=[O:23].C([O-])([O-])=O.[Cs+].[Cs+].O. (6) Given the product [Cl:1][C:2]1[CH:7]=[CH:6][C:5]([NH:8][C:9](=[O:10])[O:30][CH2:29][C@@:28]([OH:32])([CH3:31])[CH2:27][N:20]2[CH:21]=[C:22]([N+:24]([O-:26])=[O:25])[N:23]=[C:19]2[Cl:18])=[CH:4][CH:3]=1, predict the reactants needed to synthesize it. The reactants are: [Cl:1][C:2]1[CH:7]=[CH:6][C:5]([N:8]=[C:9]=[O:10])=[CH:4][CH:3]=1.C(N(CC)CC)C.[Cl:18][C:19]1[N:20]([CH2:27][C@:28]([OH:32])([CH3:31])[CH2:29][OH:30])[CH:21]=[C:22]([N+:24]([O-:26])=[O:25])[N:23]=1. (7) Given the product [OH:19][CH2:18][CH2:17][CH2:2][C:1]([O:5][CH2:4][CH3:3])=[O:6], predict the reactants needed to synthesize it. The reactants are: [C:1]1(=[O:6])[O:5][CH2:4][CH2:3][CH2:2]1.OS(O)(=O)=O.C([O-])([O-])=O.[Ca+2].[CH3:17][CH2:18][OH:19]. (8) Given the product [F:28][C:15]1[CH:14]=[CH:13][C:12]([O:11][C:8]2[CH:9]=[CH:10][C:5]3[N:6]([CH:29]=[C:3]([NH:2][C:32](=[O:33])[CH:31]([CH3:35])[CH3:30])[N:4]=3)[N:7]=2)=[CH:17][C:16]=1[NH:18][C:19]([C:21]1[N:25]([CH3:26])[N:24]=[C:23]([CH3:27])[CH:22]=1)=[O:20], predict the reactants needed to synthesize it. The reactants are: Cl.[NH2:2][C:3]1[N:4]=[C:5]2[CH:10]=[CH:9][C:8]([O:11][C:12]3[CH:13]=[CH:14][C:15]([F:28])=[C:16]([NH:18][C:19]([C:21]4[N:25]([CH3:26])[N:24]=[C:23]([CH3:27])[CH:22]=4)=[O:20])[CH:17]=3)=[N:7][N:6]2[CH:29]=1.[CH3:30][CH:31]([CH3:35])[C:32](Cl)=[O:33]. (9) The reactants are: [CH3:1][O:2][C:3]1[CH:4]=[C:5]([OH:9])[CH:6]=[CH:7][CH:8]=1.CC(C)([O-])C.[K+].CC1C=CC(S(O[CH2:27][C@@H:28]2[CH2:37][CH2:36][C:35]3[C:30](=[CH:31][CH:32]=[C:33]([C@H:38]4[CH2:47][CH2:46][C@@:40]5([NH:44][C:43](=[O:45])[O:42][CH2:41]5)[CH2:39]4)[CH:34]=3)[CH2:29]2)(=O)=O)=CC=1. Given the product [CH3:1][O:2][C:3]1[CH:4]=[C:5]([CH:6]=[CH:7][CH:8]=1)[O:9][CH2:27][C@@H:28]1[CH2:37][CH2:36][C:35]2[CH:34]=[C:33]([C@H:38]3[CH2:47][CH2:46][C@@:40]4([NH:44][C:43](=[O:45])[O:42][CH2:41]4)[CH2:39]3)[CH:32]=[CH:31][C:30]=2[CH2:29]1, predict the reactants needed to synthesize it. (10) Given the product [OH:1][CH2:2][CH:3]1[O:8][C:7]2[CH:9]=[C:10]([NH2:13])[CH:11]=[CH:12][C:6]=2[O:5][CH2:4]1, predict the reactants needed to synthesize it. The reactants are: [OH:1][CH2:2][CH:3]1[O:8][C:7]2[CH:9]=[C:10]([N+:13]([O-])=O)[CH:11]=[CH:12][C:6]=2[O:5][CH2:4]1.